Dataset: Catalyst prediction with 721,799 reactions and 888 catalyst types from USPTO. Task: Predict which catalyst facilitates the given reaction. (1) Reactant: [CH:1]1[C:6]([S:7](Cl)(=[O:9])=[O:8])=[CH:5][CH:4]=[C:3]([I:11])[CH:2]=1.[CH3:12][N:13]1[CH2:18][CH2:17][NH:16][CH2:15][CH2:14]1. Product: [I:11][C:3]1[CH:4]=[CH:5][C:6]([S:7]([N:16]2[CH2:17][CH2:18][N:13]([CH3:12])[CH2:14][CH2:15]2)(=[O:9])=[O:8])=[CH:1][CH:2]=1. The catalyst class is: 1. (2) The catalyst class is: 1. Product: [C:2]1([C:10]2[C:19]3[C:14](=[CH:15][CH:16]=[CH:17][CH:18]=3)[CH:13]=[CH:12][C:11]=2[C:20]([OH:22])=[O:21])[CH:3]=[CH:4][CH:5]=[CH:6][CH:7]=1. Reactant: [Li][C:2]1[CH:3]=[CH:4][CH:5]=[CH:6][CH:7]=1.CO[C:10]1[C:19]2[C:14](=[CH:15][CH:16]=[CH:17][CH:18]=2)[CH:13]=[CH:12][C:11]=1[C:20]([OH:22])=[O:21].O.Cl.